This data is from Forward reaction prediction with 1.9M reactions from USPTO patents (1976-2016). The task is: Predict the product of the given reaction. (1) Given the reactants C(OC(N1[CH2:11][CH2:10][C@H:9]1[CH2:12][NH:13][C:14]1[CH:19]=[CH:18][C:17]([Cl:20])=[CH:16][CH:15]=1)=O)(C)(C)C.C(=O)C.[C:24]([BH3-])#[N:25].[Na+].[C:28]([O-])(=O)C.[NH4+], predict the reaction product. The product is: [NH:25]1[CH2:24][CH2:11][CH:10]1[CH2:9][C@@H:12]([NH:13][C:14]1[CH:15]=[CH:16][C:17]([Cl:20])=[CH:18][CH:19]=1)[CH3:28]. (2) Given the reactants CS(O[CH2:6][CH2:7][CH2:8][CH2:9][C:10]1[S:14][C:13]([C:15]([O:17][CH2:18][CH3:19])=[O:16])=[N:12][N:11]=1)(=O)=O.[F:20][C:21]1[C:22](=[O:35])[NH:23][CH:24]=[CH:25][C:26]=1[NH:27][C:28](=[O:34])[O:29][C:30]([CH3:33])([CH3:32])[CH3:31].C([O-])([O-])=O.[K+].[K+], predict the reaction product. The product is: [C:30]([O:29][C:28]([NH:27][C:26]1[CH:25]=[CH:24][N:23]([CH2:6][CH2:7][CH2:8][CH2:9][C:10]2[S:14][C:13]([C:15]([O:17][CH2:18][CH3:19])=[O:16])=[N:12][N:11]=2)[C:22](=[O:35])[C:21]=1[F:20])=[O:34])([CH3:33])([CH3:31])[CH3:32]. (3) Given the reactants [F:1][C:2]1[CH:18]=[C:17]([F:19])[CH:16]=[CH:15][C:3]=1[O:4][C:5]1[N:10]=[C:9]2[NH:11][N:12]=[C:13]([NH2:14])[C:8]2=[CH:7][N:6]=1.[CH3:20][C:21]([CH3:23])=O.C1COCC1.[BH-](OC(C)=O)(OC(C)=O)OC(C)=O.[Na+], predict the reaction product. The product is: [F:1][C:2]1[CH:18]=[C:17]([F:19])[CH:16]=[CH:15][C:3]=1[O:4][C:5]1[N:10]=[C:9]2[NH:11][N:12]=[C:13]([NH:14][CH:21]([CH3:23])[CH3:20])[C:8]2=[CH:7][N:6]=1. (4) Given the reactants Cl[C:2]([O:5][C:6](=[O:12])[O:7][C:8](Cl)(Cl)Cl)(Cl)Cl.[N:13]1[CH:18]=CC=C[CH:14]=1.[O:19]1[CH2:23][CH2:22][CH2:21][CH2:20]1, predict the reaction product. The product is: [C:6](=[O:12])([O:7][CH:8]1[CH2:22][CH2:23][O:19][CH2:20][CH2:21]1)[O:5][CH2:2][CH2:18][NH:13][CH3:14]. (5) Given the reactants FC(F)(F)S(O[C:7]1[C:16]2[C:11](=[CH:12][C:13]([CH3:17])=[CH:14][CH:15]=2)[O:10][C:9](=[O:18])[CH:8]=1)(=O)=O.C([Sn](CCCC)(CCCC)[C:26]([O:28][CH2:29][CH3:30])=[CH2:27])CCC.[Cl-].[Li+], predict the reaction product. The product is: [CH2:29]([O:28][C:26]([C:7]1[C:16]2[C:11](=[CH:12][C:13]([CH3:17])=[CH:14][CH:15]=2)[O:10][C:9](=[O:18])[CH:8]=1)=[CH2:27])[CH3:30]. (6) The product is: [F:26][C:21]1[CH:22]=[CH:23][CH:24]=[CH:25][C:20]=1[CH2:19][N:12]1[C:13]2[C:18](=[CH:17][CH:16]=[CH:15][CH:14]=2)[C:10]([C:4]2[N:3]=[C:2]([NH:33][C:30]3[CH:31]=[CH:32][N:27]=[CH:28][CH:29]=3)[C:7]([C:8]#[N:9])=[CH:6][N:5]=2)=[N:11]1. Given the reactants Cl[C:2]1[C:7]([C:8]#[N:9])=[CH:6][N:5]=[C:4]([C:10]2[C:18]3[C:13](=[CH:14][CH:15]=[CH:16][CH:17]=3)[N:12]([CH2:19][C:20]3[CH:25]=[CH:24][CH:23]=[CH:22][C:21]=3[F:26])[N:11]=2)[N:3]=1.[N:27]1[CH:32]=[CH:31][C:30]([NH2:33])=[CH:29][CH:28]=1.C(N(C(C)C)C(C)C)C, predict the reaction product. (7) Given the reactants [N+:1]1([O-:11])[C:10]2[C:5](=[CH:6][CH:7]=[N:8][CH:9]=2)[CH:4]=[CH:3][CH:2]=1.[N+:12]([O-])([OH:14])=[O:13], predict the reaction product. The product is: [N+:12]([C:4]1[C:5]2[C:10](=[CH:9][N:8]=[CH:7][CH:6]=2)[N+:1]([O-:11])=[CH:2][CH:3]=1)([O-:14])=[O:13]. (8) The product is: [CH3:9][O:8][C:5]1[CH:4]=[C:3]2[C:2](=[CH:7][CH:6]=1)[C:15]1[C:14](=[C:23]3[C:18](=[CH:17][CH:16]=1)[CH:19]=[CH:20][CH:21]=[N:22]3)[NH:13][S:10]2(=[O:11])=[O:12]. Given the reactants N[C:2]1[CH:7]=[CH:6][C:5]([O:8][CH3:9])=[CH:4][C:3]=1[S:10]([NH:13][C:14]1[CH:15]=[CH:16][CH:17]=[C:18]2[C:23]=1[N:22]=[CH:21][CH:20]=[CH:19]2)(=[O:12])=[O:11].N(OC(C)(C)C)=O.CC(O)=O, predict the reaction product. (9) Given the reactants [Si:1]([O:8][CH2:9][C:10]1[N:11]([CH3:28])[C:12]2[C:17]([CH:18]=1)=[CH:16][C:15]([C:19](=[O:24])[CH2:20][CH2:21][CH:22]=C)=[C:14]([C:25]([CH3:27])=C)[CH:13]=2)([C:4]([CH3:7])([CH3:6])[CH3:5])([CH3:3])[CH3:2], predict the reaction product. The product is: [Si:1]([O:8][CH2:9][C:10]1[N:11]([CH3:28])[C:12]2[C:17]([CH:18]=1)=[CH:16][C:15]1[C:19](=[O:24])[CH2:20][CH2:21][CH:22]=[C:25]([CH3:27])[C:14]=1[CH:13]=2)([C:4]([CH3:7])([CH3:5])[CH3:6])([CH3:3])[CH3:2].